This data is from Full USPTO retrosynthesis dataset with 1.9M reactions from patents (1976-2016). The task is: Predict the reactants needed to synthesize the given product. (1) Given the product [CH3:38][O:37][C:36](=[O:39])[CH2:9][C:10]1[CH:15]=[C:14]([C:16]2[CH:21]=[CH:20][C:19]([C:22]([F:25])([F:24])[F:23])=[CH:18][CH:17]=2)[N:13]=[C:12]([C:26]2[CH:31]=[CH:30][C:29]([C:32]([F:35])([F:33])[F:34])=[CH:28][CH:27]=2)[CH:11]=1, predict the reactants needed to synthesize it. The reactants are: [Li+].CC([N-]C(C)C)C.[CH3:9][C:10]1[CH:15]=[C:14]([C:16]2[CH:21]=[CH:20][C:19]([C:22]([F:25])([F:24])[F:23])=[CH:18][CH:17]=2)[N:13]=[C:12]([C:26]2[CH:31]=[CH:30][C:29]([C:32]([F:35])([F:34])[F:33])=[CH:28][CH:27]=2)[CH:11]=1.[C:36](=O)([O:39]C)[O:37][CH3:38]. (2) Given the product [C:1]([O:5][C:6](=[O:35])[NH:7][C:8]1([C:12]2[CH:13]=[CH:14][C:15]([C:18]3[C:19]([C:29]4[CH:30]=[CH:31][CH:32]=[CH:33][CH:34]=4)=[CH:20][C:21]4[N:26]([CH2:39][CH2:40][O:41][CH3:42])[C:25](=[O:27])[CH2:24][O:23][C:22]=4[N:28]=3)=[CH:16][CH:17]=2)[CH2:11][CH2:10][CH2:9]1)([CH3:4])([CH3:2])[CH3:3], predict the reactants needed to synthesize it. The reactants are: [C:1]([O:5][C:6](=[O:35])[NH:7][C:8]1([C:12]2[CH:17]=[CH:16][C:15]([C:18]3[C:19]([C:29]4[CH:34]=[CH:33][CH:32]=[CH:31][CH:30]=4)=[CH:20][C:21]4[NH:26][C:25](=[O:27])[CH2:24][O:23][C:22]=4[N:28]=3)=[CH:14][CH:13]=2)[CH2:11][CH2:10][CH2:9]1)([CH3:4])([CH3:3])[CH3:2].[H-].[Na+].Br[CH2:39][CH2:40][O:41][CH3:42].C([O-])(O)=O.[Na+].